Dataset: Peptide-MHC class I binding affinity with 185,985 pairs from IEDB/IMGT. Task: Regression. Given a peptide amino acid sequence and an MHC pseudo amino acid sequence, predict their binding affinity value. This is MHC class I binding data. (1) The peptide sequence is FMFDYIPPV. The MHC is HLA-B46:01 with pseudo-sequence HLA-B46:01. The binding affinity (normalized) is 0.778. (2) The peptide sequence is DIVKGLSGY. The MHC is HLA-B15:09 with pseudo-sequence HLA-B15:09. The binding affinity (normalized) is 0.0847. (3) The peptide sequence is DPKKTGGPI. The MHC is HLA-B07:02 with pseudo-sequence HLA-B07:02. The binding affinity (normalized) is 0.589. (4) The peptide sequence is CGDPSSFEY. The MHC is HLA-A01:01 with pseudo-sequence HLA-A01:01. The binding affinity (normalized) is 0.660. (5) The peptide sequence is KVSVGSYFC. The MHC is HLA-A02:01 with pseudo-sequence HLA-A02:01. The binding affinity (normalized) is 0.0847. (6) The peptide sequence is SSILNLHTL. The MHC is HLA-A68:02 with pseudo-sequence HLA-A68:02. The binding affinity (normalized) is 0.464. (7) The binding affinity (normalized) is 0.0847. The peptide sequence is VHTQKKDLY. The MHC is HLA-A03:01 with pseudo-sequence HLA-A03:01.